This data is from Reaction yield outcomes from USPTO patents with 853,638 reactions. The task is: Predict the reaction yield, written as a fraction of the theoretical maximum amount of product (1.0 means a 100% yield; for example, 0.34 means a 34% yield). The reactants are [OH:1][C:2]1[CH:7]=[CH:6][CH:5]=[CH:4][C:3]=1[C:8]1[O:9][C:10]2[C:11](=[C:13]([C:17]([OH:19])=O)[CH:14]=[CH:15][CH:16]=2)[N:12]=1.[ClH:20].C(N=C=NCCCN(C)C)C.ON1C2C=CC=CC=2N=N1.Cl.Cl.[NH2:44][CH:45]1[CH2:52][CH:51]2[N:53]([CH3:54])[CH:47]([CH2:48][CH2:49][CH2:50]2)[CH2:46]1.C(N(CC)CC)C. The catalyst is CN(C=O)C.ClCCl. The product is [ClH:20].[CH3:54][N:53]1[CH:47]2[CH2:48][CH2:49][CH2:50][CH:51]1[CH2:52][CH:45]([NH:44][C:17]([C:13]1[CH:14]=[CH:15][CH:16]=[C:10]3[O:9][C:8]([C:3]4[CH:4]=[CH:5][CH:6]=[CH:7][C:2]=4[OH:1])=[N:12][C:11]=13)=[O:19])[CH2:46]2. The yield is 0.480.